Dataset: Forward reaction prediction with 1.9M reactions from USPTO patents (1976-2016). Task: Predict the product of the given reaction. (1) The product is: [Cl:8][C:4]1[C:5]([CH:14]=[O:15])=[N:6][CH:7]=[C:2]([N:10]([CH3:9])[CH2:11][CH2:12][CH3:13])[N:3]=1. Given the reactants Cl[C:2]1[CH:7]=[N:6][CH:5]=[C:4]([Cl:8])[N:3]=1.[CH3:9][NH:10][CH2:11][CH2:12][CH3:13].[C:14](=O)([O-])[O-:15].[K+].[K+].P(Cl)(Cl)(Cl)=O, predict the reaction product. (2) Given the reactants [CH2:1]([O:3][C:4](=[O:19])[CH:5]=[C:6]([O:8][C:9]1[C:18]2[C:13](=[CH:14][CH:15]=[CH:16][CH:17]=2)[CH:12]=[CH:11][CH:10]=1)[CH3:7])[CH3:2].[Br:20]N1C(=O)CCC1=O, predict the reaction product. The product is: [CH2:1]([O:3][C:4](=[O:19])[CH:5]=[C:6]([O:8][C:9]1[C:18]2[C:13](=[CH:14][CH:15]=[CH:16][CH:17]=2)[CH:12]=[CH:11][CH:10]=1)[CH2:7][Br:20])[CH3:2]. (3) Given the reactants O.[OH-].[Li+].[CH3:4][C:5]1[CH:10]=[C:9]([CH3:11])[N:8]=[C:7]([N:12]([CH3:32])[C:13]([CH2:15][N:16]([C:23]2[CH:28]=[CH:27][C:26]([N+:29]([O-:31])=[O:30])=[CH:25][CH:24]=2)C(=O)C(F)(F)F)=[O:14])[CH:6]=1.C(O)(=O)C, predict the reaction product. The product is: [CH3:4][C:5]1[CH:10]=[C:9]([CH3:11])[N:8]=[C:7]([N:12]([CH3:32])[C:13](=[O:14])[CH2:15][NH:16][C:23]2[CH:28]=[CH:27][C:26]([N+:29]([O-:31])=[O:30])=[CH:25][CH:24]=2)[CH:6]=1. (4) Given the reactants [NH2:1][C:2]1[C:7]([OH:8])=[CH:6][CH:5]=[CH:4][C:3]=1[OH:9].Cl[CH2:11][C:12](Cl)=[O:13].C([O-])([O-])=O.[K+].[K+], predict the reaction product. The product is: [OH:8][C:7]1[C:2]2[NH:1][C:12](=[O:13])[CH2:11][O:9][C:3]=2[CH:4]=[CH:5][CH:6]=1. (5) Given the reactants Cl[C:2]1[N:7]=[CH:6][N:5]=[C:4]([O:8][CH:9]2[CH2:14][CH2:13][N:12]([C:15]([O:17][CH:18]([CH3:20])[CH3:19])=[O:16])[CH2:11][CH2:10]2)[C:3]=1[CH3:21].[NH:22]1[C:29]2[N:25]([N:26]=[CH:27][CH:28]=2)[CH2:24][CH2:23]1.C(=O)([O-])[O-].[Cs+].[Cs+], predict the reaction product. The product is: [OH-:8].[NH4+:5].[N:22]1([C:2]2[N:7]=[CH:6][N:5]=[C:4]([O:8][CH:9]3[CH2:14][CH2:13][N:12]([C:15]([O:17][CH:18]([CH3:20])[CH3:19])=[O:16])[CH2:11][CH2:10]3)[C:3]=2[CH3:21])[C:29]2[N:25]([N:26]=[CH:27][CH:28]=2)[CH2:24][CH2:23]1. (6) Given the reactants [C:1]([O:4][C@H:5]1[CH2:22][CH2:21][C@@:20]2([CH3:23])[C@@H:7]([CH2:8][CH2:9][C@:10]3([CH3:34])[C@@H:19]2[CH2:18][CH2:17][C@H:16]2[C@@:11]3([CH3:33])[CH2:12][CH2:13][C@@:14]3([C:30](O)=[O:31])[CH2:26][CH2:25][C@@H:24]([C:27]([CH3:29])=[CH2:28])[C@@H:15]32)[C:6]1([CH3:36])[CH3:35])(=[O:3])[CH3:2].O1C=CC=C1Cl.[C:43]1([C:49]2[NH:53][C:52]([C@@H:54]3[CH2:58][CH2:57][CH2:56][NH:55]3)=[N:51][CH:50]=2)[CH:48]=[CH:47][CH:46]=[CH:45][CH:44]=1, predict the reaction product. The product is: [C:1]([O:4][C@H:5]1[CH2:22][CH2:21][C@@:20]2([CH3:23])[C@@H:7]([CH2:8][CH2:9][C@:10]3([CH3:34])[C@@H:19]2[CH2:18][CH2:17][C@H:16]2[C@@:11]3([CH3:33])[CH2:12][CH2:13][C@@:14]3([C:30]([N:55]4[CH2:56][CH2:57][CH2:58][C@H:54]4[C:52]4[NH:53][C:49]([C:43]5[CH:44]=[CH:45][CH:46]=[CH:47][CH:48]=5)=[CH:50][N:51]=4)=[O:31])[CH2:26][CH2:25][C@@H:24]([C:27]([CH3:29])=[CH2:28])[C@@H:15]32)[C:6]1([CH3:36])[CH3:35])(=[O:3])[CH3:2]. (7) Given the reactants C([O:3][C:4](=[O:17])[CH:5]([O:15][CH3:16])[CH2:6][C:7]1[CH:12]=[CH:11][C:10]([OH:13])=[CH:9][C:8]=1[Cl:14])C.[O:18]([C:25]1[CH:35]=[CH:34][C:28]([O:29][CH2:30][CH2:31][CH2:32]O)=[CH:27][CH:26]=1)[C:19]1[CH:24]=[CH:23][CH:22]=[CH:21][CH:20]=1.CC(OC(/N=N/C(OC(C)C)=O)=O)C.C1(C)C=CC=CC=1.[OH-].[Na+], predict the reaction product. The product is: [Cl:14][C:8]1[CH:9]=[C:10]([O:13][CH2:32][CH2:31][CH2:30][O:29][C:28]2[CH:34]=[CH:35][C:25]([O:18][C:19]3[CH:24]=[CH:23][CH:22]=[CH:21][CH:20]=3)=[CH:26][CH:27]=2)[CH:11]=[CH:12][C:7]=1[CH2:6][CH:5]([O:15][CH3:16])[C:4]([OH:3])=[O:17].